Dataset: Full USPTO retrosynthesis dataset with 1.9M reactions from patents (1976-2016). Task: Predict the reactants needed to synthesize the given product. (1) Given the product [CH3:16][O:17][CH2:18][CH2:19][O:20][CH2:21][N:22]([C:32]1[O:36][N:35]=[C:34]([CH3:37])[C:33]=1[CH3:38])[S:23]([C:26]1[S:27][C:28]([C:7]2[CH:12]=[CH:11][CH:10]=[CH:9][CH:8]=2)=[CH:29][CH:30]=1)(=[O:25])=[O:24], predict the reactants needed to synthesize it. The reactants are: C(=O)([O-])[O-].[Na+].[Na+].[C:7]1(B(O)O)[CH:12]=[CH:11][CH:10]=[CH:9][CH:8]=1.[CH3:16][O:17][CH2:18][CH2:19][O:20][CH2:21][N:22]([C:32]1[O:36][N:35]=[C:34]([CH3:37])[C:33]=1[CH3:38])[S:23]([C:26]1[S:27][C:28](Br)=[CH:29][CH:30]=1)(=[O:25])=[O:24]. (2) Given the product [NH:26]([C:17]1[C:18]2[N:19]([C:21]([C:24]#[N:25])=[CH:22][N:23]=2)[N:20]=[C:15]([NH:14][C@H:10]2[CH2:11][CH2:12][CH2:13][NH:8][CH2:9]2)[CH:16]=1)[C:27]1[CH:32]=[CH:31][CH:30]=[CH:29][CH:28]=1, predict the reactants needed to synthesize it. The reactants are: C([N:8]1[CH2:13][CH2:12][CH2:11][CH:10]([NH:14][C:15]2[CH:16]=[C:17]([N:26](CC3C=CC(OC)=CC=3)[C:27]3[CH:32]=[CH:31][CH:30]=[CH:29][CH:28]=3)[C:18]3[N:19]([C:21]([C:24]#[N:25])=[CH:22][N:23]=3)[N:20]=2)[CH2:9]1)C1C=CC=CC=1.ClC(OC(Cl)C)=O.C(O)(C(F)(F)F)=O. (3) Given the product [NH2:20][C:17]1[CH:16]=[CH:15][C:14]([CH:5]2[C:4]3[C:9](=[CH:10][CH:11]=[C:2]([Cl:1])[CH:3]=3)[C:8]([NH:12][CH3:13])=[N:7][CH2:6]2)=[CH:19][CH:18]=1, predict the reactants needed to synthesize it. The reactants are: [Cl:1][C:2]1[CH:3]=[C:4]2[C:9](=[CH:10][CH:11]=1)[C:8]([NH:12][CH3:13])=[N:7][CH2:6][CH:5]2[C:14]1[CH:19]=[CH:18][C:17]([N+:20]([O-])=O)=[CH:16][CH:15]=1.Cl. (4) Given the product [CH3:25][O:24][CH2:23][CH2:22][O:21][CH2:20][CH2:19][O:1][C:2]1[N:3]=[C:4]([C:8]2[CH:9]=[CH:10][C:11]([C:14]([OH:16])=[O:15])=[CH:12][CH:13]=2)[S:5][C:6]=1[CH3:7], predict the reactants needed to synthesize it. The reactants are: [OH:1][C:2]1[N:3]=[C:4]([C:8]2[CH:13]=[CH:12][C:11]([C:14]([O:16]C)=[O:15])=[CH:10][CH:9]=2)[S:5][C:6]=1[CH3:7].Br[CH2:19][CH2:20][O:21][CH2:22][CH2:23][O:24][CH3:25]. (5) Given the product [CH:10]1([C:2]2[CH:7]=[CH:6][C:5]([C:8]#[N:9])=[CH:4][N:3]=2)[CH2:12][CH2:11]1, predict the reactants needed to synthesize it. The reactants are: Br[C:2]1[CH:7]=[CH:6][C:5]([C:8]#[N:9])=[CH:4][N:3]=1.[CH:10]1(B(O)O)[CH2:12][CH2:11]1.P([O-])([O-])([O-])=O.[K+].[K+].[K+].C1(P(C2CCCCC2)C2CCCCC2)CCCCC1. (6) The reactants are: [F:1][C:2]1[CH:25]=[C:24]([F:26])[CH:23]=[C:22]([F:27])[C:3]=1[C:4]([NH:6][C:7]1[CH:12]=[CH:11][CH:10]=[C:9]([C:13]([CH:15]2[CH2:20][CH2:19][N:18]([CH3:21])[CH2:17][CH2:16]2)=[O:14])[N:8]=1)=[O:5].NC1N=C(C(C2CCN(C)CC2)=O)C=CC=1.[Cl:44]C1C=CC=CC=1. Given the product [F:1][C:2]1[CH:25]=[C:24]([F:26])[CH:23]=[C:22]([F:27])[C:3]=1[C:4]([Cl:44])=[O:5].[ClH:44].[F:1][C:2]1[CH:25]=[C:24]([F:26])[CH:23]=[C:22]([F:27])[C:3]=1[C:4]([NH:6][CH:7]1[CH2:12][CH2:11][CH2:10][CH:9]([C:13]([CH:15]2[CH2:16][CH2:17][N:18]([CH3:21])[CH2:19][CH2:20]2)=[O:14])[NH:8]1)=[O:5], predict the reactants needed to synthesize it. (7) Given the product [C:39](=[O:53])([O:41][CH2:42][CH:43]([NH:52][C:14](=[O:15])[CH2:13][N:11]1[CH:12]=[C:8]([C:5]2[CH:6]=[CH:7][C:2]([Cl:1])=[CH:3][CH:4]=2)[N:9]([CH2:18][CH:19]([OH:24])[C:20]([F:23])([F:22])[F:21])[C:10]1=[O:17])[C:44]1[CH:49]=[CH:48][CH:47]=[C:46]([C:20]([F:23])([F:22])[F:21])[CH:45]=1)[NH2:40], predict the reactants needed to synthesize it. The reactants are: [Cl:1][C:2]1[CH:7]=[CH:6][C:5]([C:8]2[N:9]([CH2:18][CH:19]([OH:24])[C:20]([F:23])([F:22])[F:21])[C:10](=[O:17])[N:11]([CH2:13][C:14](O)=[O:15])[CH:12]=2)=[CH:4][CH:3]=1.C(Cl)CCl.C1C=CC2N(O)N=NC=2C=1.[C:39](=[O:53])([O:41][CH2:42][CH:43]([NH2:52])[C:44]1[CH:49]=[CH:48][CH:47]=[C:46](Cl)[C:45]=1Cl)[NH2:40].Cl.